From a dataset of Reaction yield outcomes from USPTO patents with 853,638 reactions. Predict the reaction yield, written as a fraction of the theoretical maximum amount of product (1.0 means a 100% yield; for example, 0.34 means a 34% yield). (1) The reactants are [NH2:1][CH2:2][CH2:3][CH2:4][C:5]1[N:9]2[C:10]3[CH:16]=[C:15]([C:17]4[C:25]5[C:20](=[CH:21][CH:22]=[C:23]([O:26][CH3:27])[CH:24]=5)[N:19]([CH3:28])[CH:18]=4)[N:14]([CH2:29][OH:30])[C:11]=3[N:12]=[CH:13][C:8]2=[CH:7][N:6]=1.[CH3:31][C:32](OC(C)=O)=[O:33].N1C=CC=CC=1. The catalyst is C1COCC1.C([O-])(O)=O.[Na+]. The product is [OH:30][CH2:29][N:14]1[C:11]2[N:12]=[CH:13][C:8]3[N:9]([C:5]([CH2:4][CH2:3][CH2:2][NH:1][C:32](=[O:33])[CH3:31])=[N:6][CH:7]=3)[C:10]=2[CH:16]=[C:15]1[C:17]1[C:25]2[C:20](=[CH:21][CH:22]=[C:23]([O:26][CH3:27])[CH:24]=2)[N:19]([CH3:28])[CH:18]=1. The yield is 1.00. (2) The reactants are CC1(C)CCCC(C)(C)N1.C([Li])CCC.CCCCCC.[O:22]1[CH:26]=[CH:25][CH:24]=[C:23]1[C:27]1[N:28]=[C:29]([NH:38][C:39]([C:41]2[CH:46]=[CH:45][N:44]=[CH:43][CH:42]=2)=[O:40])[S:30][C:31]=1[C:32](=[O:37])N(OC)C.[N:47]1[CH:52]=[CH:51][CH:50]=[N:49][CH:48]=1.[Cl-].[NH4+]. The catalyst is C1COCC1. The product is [O:22]1[CH:26]=[CH:25][CH:24]=[C:23]1[C:27]1[N:28]=[C:29]([NH:38][C:39]([C:41]2[CH:42]=[CH:43][N:44]=[CH:45][CH:46]=2)=[O:40])[S:30][C:31]=1[C:32]([C:52]1[CH:51]=[CH:50][N:49]=[CH:48][N:47]=1)=[O:37]. The yield is 0.0700. (3) The reactants are [O:1]1[CH2:6][CH2:5][N:4]([S:7]([C:10]2[CH:11]=[C:12]([CH:26]=[CH:27][C:28]=2[NH:29]CC2C=C(OC)C(OC)=C(OC)C=2)[C:13]([NH:15][CH:16]2[C:21]([CH3:23])([CH3:22])[C@H:20]3[CH2:24][C@:17]2([CH3:25])[CH2:18][CH2:19]3)=[O:14])(=[O:9])=[O:8])[CH2:3][CH2:2]1.FC(F)(F)C(O)=O. No catalyst specified. The product is [NH2:29][C:28]1[CH:27]=[CH:26][C:12]([C:13]([NH:15][CH:16]2[C:21]([CH3:22])([CH3:23])[C@H:20]3[CH2:24][C@:17]2([CH3:25])[CH2:18][CH2:19]3)=[O:14])=[CH:11][C:10]=1[S:7]([N:4]1[CH2:5][CH2:6][O:1][CH2:2][CH2:3]1)(=[O:9])=[O:8]. The yield is 0.400. (4) The reactants are [Cl:1][C:2]1[CH:7]=[CH:6][N:5]=[C:4]2[N:8]([CH2:14][O:15][CH2:16][CH2:17][Si:18]([CH3:21])([CH3:20])[CH3:19])[C:9](B(O)O)=[CH:10][C:3]=12.I[C:23]1[CH:24]=[N:25][CH:26]=[CH:27][CH:28]=1.[O-]P([O-])([O-])=O.[K+].[K+].[K+]. The catalyst is COCCOC.CCOC(C)=O.CC([O-])=O.CC([O-])=O.[Pd+2].C1(P(C2CCCCC2)C2C=CC=CC=2C2C(C(C)C)=CC(C(C)C)=CC=2C(C)C)CCCCC1. The product is [Cl:1][C:2]1[CH:7]=[CH:6][N:5]=[C:4]2[N:8]([CH2:14][O:15][CH2:16][CH2:17][Si:18]([CH3:21])([CH3:20])[CH3:19])[C:9]([C:23]3[CH:24]=[N:25][CH:26]=[CH:27][CH:28]=3)=[CH:10][C:3]=12. The yield is 0.520. (5) The reactants are Cl[CH2:2][CH2:3][O:4][C:5]1[CH:10]=[CH:9][C:8]([C:11]2[O:15][C:14]([C:16]3[C:21]([F:22])=[CH:20][CH:19]=[CH:18][C:17]=3[F:23])=[N:13][C:12]=2[C:24]([NH2:26])=[O:25])=[CH:7][CH:6]=1.[CH3:27][N:28]1[CH2:33][CH2:32][NH:31][CH2:30][CH2:29]1.C(N(CC)CC)C. The product is [F:23][C:17]1[CH:18]=[CH:19][CH:20]=[C:21]([F:22])[C:16]=1[C:14]1[O:15][C:11]([C:8]2[CH:9]=[CH:10][C:5]([O:4][CH2:3][CH2:2][N:31]3[CH2:32][CH2:33][N:28]([CH3:27])[CH2:29][CH2:30]3)=[CH:6][CH:7]=2)=[C:12]([C:24]([NH2:26])=[O:25])[N:13]=1. The yield is 0.100. The catalyst is CS(C)=O. (6) The reactants are [NH2:1][C:2]1[CH:9]=[CH:8][C:7]([Cl:10])=[CH:6][C:3]=1[CH:4]=O.C(=O)([O-])[O-].[K+].[K+].[F:17][C:18]([F:27])([F:26])/[CH:19]=[CH:20]/[C:21]([O:23][CH2:24][CH3:25])=[O:22]. The catalyst is CN(C)C=O. The product is [Cl:10][C:7]1[CH:6]=[C:3]2[C:2](=[CH:9][CH:8]=1)[NH:1][CH:19]([C:18]([F:17])([F:27])[F:26])[C:20]([C:21]([O:23][CH2:24][CH3:25])=[O:22])=[CH:4]2. The yield is 0.560. (7) The product is [CH3:39][O:38][C:34]1[C:33](=[O:40])[N:32]([C:20]2[CH:19]=[C:18]([NH:17][C:15]([C:9]3[C:10](=[O:14])[O:11][C:12]4[C:7]([CH:8]=3)=[CH:6][CH:5]=[C:4]([N:3]([CH2:1][CH2:2][C:10]([O:11][CH3:12])=[O:14])[CH2:41][CH2:42][C:45]([O:44][CH3:43])=[O:69])[CH:13]=4)=[O:16])[CH:23]=[C:22]([N:24]3[C:28](=[O:29])[CH:27]=[C:26]([CH3:30])[C:25]3=[O:31])[CH:21]=2)[C:36](=[O:37])[CH:35]=1. No catalyst specified. The reactants are [CH2:1]([N:3]([CH2:41][CH3:42])[C:4]1[CH:13]=[C:12]2[C:7]([CH:8]=[C:9]([C:15]([NH:17][C:18]3[CH:23]=[C:22]([N:24]4[C:28](=[O:29])[CH:27]=[C:26]([CH3:30])[C:25]4=[O:31])[CH:21]=[C:20]([N:32]4[C:36](=[O:37])[CH:35]=[C:34]([O:38][CH3:39])[C:33]4=[O:40])[CH:19]=3)=[O:16])[C:10](=[O:14])[O:11]2)=[CH:6][CH:5]=1)[CH3:2].[CH3:43][O:44][C:45](=[O:69])CCN(CC[C:45](=[O:69])[O:44][CH3:43])C1C=[C:43]2C(C=C(C(O)=O)[C:45](=[O:69])[O:44]2)=CC=1. The yield is 0.380. (8) The reactants are [C:1]1([C@@H:13]2[C@H:18]([CH3:19])[CH2:17][CH2:16][N:15](C(OC(C)(C)C)=O)[CH2:14]2)[N:5]2[C:6]3[CH:12]=[CH:11][NH:10][C:7]=3[N:8]=[CH:9][C:4]2=[CH:3][N:2]=1.[ClH:27]. The catalyst is O1CCOCC1. The product is [ClH:27].[CH3:19][C@@H:18]1[CH2:17][CH2:16][NH:15][CH2:14][C@@H:13]1[C:1]1[N:5]2[C:6]3[CH:12]=[CH:11][NH:10][C:7]=3[N:8]=[CH:9][C:4]2=[CH:3][N:2]=1. The yield is 0.890. (9) The product is [Cl:1][C:2]1[CH:29]=[CH:28][C:5]([CH2:6][C:7]2[C:25]([CH3:26])=[N:31][O:9][C:8]=2[C@H:10]2[CH2:14][CH2:13][CH2:12][N:11]2[C:15]([O:17][CH2:18][C:19]2[CH:24]=[CH:23][CH:22]=[CH:21][CH:20]=2)=[O:16])=[CH:4][CH:3]=1. The reactants are [Cl:1][C:2]1[CH:29]=[CH:28][C:5]([CH2:6][CH:7]([C:25](=O)[CH3:26])[C:8]([C@H:10]2[CH2:14][CH2:13][CH2:12][N:11]2[C:15]([O:17][CH2:18][C:19]2[CH:24]=[CH:23][CH:22]=[CH:21][CH:20]=2)=[O:16])=[O:9])=[CH:4][CH:3]=1.Cl.[NH2:31]O. The yield is 0.760. The catalyst is C(O)C.CCOC(C)=O. (10) The catalyst is CCOC(C)=O.[Rh]. The reactants are [Br:1][C:2]1[CH:7]=[CH:6][C:5]([C:8]2[CH2:13][CH2:12][N:11]([C:14]([O:16][C:17]([CH3:20])([CH3:19])[CH3:18])=[O:15])[CH2:10][CH:9]=2)=[CH:4][CH:3]=1.[H][H]. The product is [Br:1][C:2]1[CH:7]=[CH:6][C:5]([CH:8]2[CH2:9][CH2:10][N:11]([C:14]([O:16][C:17]([CH3:20])([CH3:19])[CH3:18])=[O:15])[CH2:12][CH2:13]2)=[CH:4][CH:3]=1. The yield is 0.940.